Dataset: Reaction yield outcomes from USPTO patents with 853,638 reactions. Task: Predict the reaction yield, written as a fraction of the theoretical maximum amount of product (1.0 means a 100% yield; for example, 0.34 means a 34% yield). (1) The reactants are [C:1]([NH:9][CH2:10][CH2:11]/[CH:12]=[CH:13]/[CH2:14][C:15]([NH:17][C:18]1[CH:23]=[CH:22][CH:21]=[CH:20][C:19]=1[NH:24]C(=O)OC(C)(C)C)=[O:16])(=[O:8])[C:2]1[CH:7]=[CH:6][CH:5]=[CH:4][CH:3]=1.Cl.C([O-])([O-])=O.[K+].[K+]. The catalyst is CC(O)C. The product is [NH2:24][C:19]1[CH:20]=[CH:21][CH:22]=[CH:23][C:18]=1[NH:17][C:15](=[O:16])[CH2:14]/[CH:13]=[CH:12]/[CH2:11][CH2:10][NH:9][C:1](=[O:8])[C:2]1[CH:3]=[CH:4][CH:5]=[CH:6][CH:7]=1. The yield is 0.200. (2) The product is [CH3:1][C:2]1[O:6][N:5]=[C:4]([C:7]2[CH:8]=[CH:9][CH:10]=[CH:11][CH:12]=2)[C:3]=1[C:13]1[N:14]=[CH:15][N:16]([C:18]2[CH:26]=[CH:25][C:21]([C:22]([NH:31][CH2:30][C:27]#[CH:28])=[O:24])=[CH:20][CH:19]=2)[CH:17]=1. The yield is 0.130. No catalyst specified. The reactants are [CH3:1][C:2]1[O:6][N:5]=[C:4]([C:7]2[CH:12]=[CH:11][CH:10]=[CH:9][CH:8]=2)[C:3]=1[C:13]1[N:14]=[CH:15][N:16]([C:18]2[CH:26]=[CH:25][C:21]([C:22]([OH:24])=O)=[CH:20][CH:19]=2)[CH:17]=1.[CH:27]1([CH2:30][NH2:31])C[CH2:28]1. (3) The reactants are [CH2:1]([O:8][C:9]([N:11]1[CH2:15][CH2:14][CH2:13][CH:12]1[C:16](=[O:27])[C:17]1[CH:22]=[CH:21][C:20]([C:23]([O:25]C)=[O:24])=[CH:19][CH:18]=1)=[O:10])[C:2]1[CH:7]=[CH:6][CH:5]=[CH:4][CH:3]=1.[Li+].[OH-]. The catalyst is CO. The product is [CH2:1]([O:8][C:9]([N:11]1[CH2:15][CH2:14][CH2:13][CH:12]1[C:16](=[O:27])[C:17]1[CH:18]=[CH:19][C:20]([C:23]([OH:25])=[O:24])=[CH:21][CH:22]=1)=[O:10])[C:2]1[CH:7]=[CH:6][CH:5]=[CH:4][CH:3]=1. The yield is 0.800. (4) The reactants are [BH4-].[Na+].C([O:5][C:6]([CH:8]1[CH2:12][N:11]2[C:13]([C:23]3[S:31][C:30]4[CH:29]=[CH:28][N:27]=[CH:26][C:25]=4[CH:24]=3)=[C:14]([C:16]3[CH:21]=[CH:20][CH:19]=[C:18]([CH3:22])[N:17]=3)[N:15]=[C:10]2[N:9]1C(=O)C)=O)C. The catalyst is CCO.C(Cl)Cl. The product is [CH3:22][C:18]1[N:17]=[C:16]([C:14]2[N:15]=[C:10]3[NH:9][CH:8]([CH2:6][OH:5])[CH2:12][N:11]3[C:13]=2[C:23]2[S:31][C:30]3[CH:29]=[CH:28][N:27]=[CH:26][C:25]=3[CH:24]=2)[CH:21]=[CH:20][CH:19]=1. The yield is 0.790. (5) The reactants are [Cl-].O[NH3+:3].[C:4](=[O:7])([O-])[OH:5].[Na+].CS(C)=O.[OH:13][C:14]([CH3:54])([CH3:53])[CH:15]([CH3:52])[O:16][C@H:17]1[CH2:22][CH2:21][C@H:20]([N:23]2[C:28](=[O:29])[C:27]([CH2:30][C:31]3[CH:36]=[CH:35][C:34]([C:37]4[C:38]([C:43]#[N:44])=[CH:39][CH:40]=[CH:41][CH:42]=4)=[CH:33][CH:32]=3)=[C:26]([CH2:45][CH2:46][CH3:47])[N:25]3[N:48]=[C:49]([CH3:51])[N:50]=[C:24]23)[CH2:19][CH2:18]1. The catalyst is O.C(OCC)(=O)C. The product is [OH:13][C:14]([CH3:53])([CH3:54])[CH:15]([CH3:52])[O:16][C@H:17]1[CH2:22][CH2:21][C@H:20]([N:23]2[C:28](=[O:29])[C:27]([CH2:30][C:31]3[CH:36]=[CH:35][C:34]([C:37]4[CH:42]=[CH:41][CH:40]=[CH:39][C:38]=4[C:43]4[NH:3][C:4](=[O:7])[O:5][N:44]=4)=[CH:33][CH:32]=3)=[C:26]([CH2:45][CH2:46][CH3:47])[N:25]3[N:48]=[C:49]([CH3:51])[N:50]=[C:24]23)[CH2:19][CH2:18]1. The yield is 0.500. (6) The reactants are C[N:2]([CH3:6])[C:3]([NH2:5])=[S:4].C1(C)C=CC=CC=1.[C:14](=O)([O-])[O-].[Na+].[Na+].Cl[C:21]([O:23][CH3:24])=[O:22]. The catalyst is O. The product is [CH3:6][N:2]([C:3](=[S:4])[NH:5][CH3:14])[C:21](=[O:22])[O:23][CH3:24]. The yield is 0.903.